Predict the product of the given reaction. From a dataset of Forward reaction prediction with 1.9M reactions from USPTO patents (1976-2016). (1) Given the reactants [C:1]([OH:7])([C:3]([F:6])([F:5])[F:4])=[O:2].C(OC(=O)[NH:14][CH2:15][C:16](=[O:34])[NH:17][CH:18]1[CH2:21][N:20]([CH:22]2[CH2:27][CH2:26][CH:25]([C:28]3[CH:33]=[CH:32][CH:31]=[CH:30][CH:29]=3)[CH2:24][CH2:23]2)[CH2:19]1)(C)(C)C, predict the reaction product. The product is: [OH:7][C:1]([C:3]([F:6])([F:5])[F:4])=[O:2].[NH2:14][CH2:15][C:16]([NH:17][CH:18]1[CH2:21][N:20]([CH:22]2[CH2:27][CH2:26][CH:25]([C:28]3[CH:33]=[CH:32][CH:31]=[CH:30][CH:29]=3)[CH2:24][CH2:23]2)[CH2:19]1)=[O:34]. (2) Given the reactants Br[C:2]1[CH:7]=[C:6]([F:8])[CH:5]=[CH:4][C:3]=1[CH2:9][OH:10].[F:11][C:12]1[CH:17]=[CH:16][C:15]([CH:18]=[CH2:19])=[CH:14][CH:13]=1.CCN(CC)CC, predict the reaction product. The product is: [F:8][C:6]1[CH:5]=[CH:4][C:3]([CH2:9][OH:10])=[C:2](/[CH:19]=[CH:18]/[C:15]2[CH:16]=[CH:17][C:12]([F:11])=[CH:13][CH:14]=2)[CH:7]=1. (3) Given the reactants COC1C=CC(P2(=S)SP(=S)(C3C=CC(OC)=CC=3)[S:10]2)=CC=1.[Cl:23][C:24]1[CH:29]=[C:28]([Cl:30])[N:27]=[C:26]([NH:31][C:32](=[O:49])[C:33]([CH3:48])([N:35]2[C:40](=O)[N:39]([C:42]3[CH:47]=[CH:46][CH:45]=[CH:44][CH:43]=3)[CH2:38][O:37][CH2:36]2)[CH3:34])[CH:25]=1, predict the reaction product. The product is: [Cl:23][C:24]1[CH:29]=[C:28]([Cl:30])[N:27]=[C:26]([NH:31][C:32](=[O:49])[C:33]([CH3:48])([N:35]2[C:40](=[S:10])[N:39]([C:42]3[CH:47]=[CH:46][CH:45]=[CH:44][CH:43]=3)[CH2:38][O:37][CH2:36]2)[CH3:34])[CH:25]=1. (4) Given the reactants C(OC([N:8]1[CH2:13][CH2:12][N:11]([C:14]2[CH:19]=[CH:18][C:17]([NH:20][C:21]([C:23]3[CH:28]=[CH:27][C:26]([C:29]4[CH:34]=[CH:33][C:32]([C:35]5[N:36]=[C:37]([C@@H:40]6[CH2:44][CH2:43][CH2:42][N:41]6[C:45](=[O:55])[C@@H:46]([NH:50][C:51]([O:53][CH3:54])=[O:52])[CH:47]([CH3:49])[CH3:48])[NH:38][CH:39]=5)=[CH:31][CH:30]=4)=[CH:25][CH:24]=3)=[O:22])=[CH:16][CH:15]=2)[CH2:10][CH2:9]1)=O)(C)(C)C.ClCCl.FC(F)(F)C(O)=O, predict the reaction product. The product is: [CH3:54][O:53][C:51](=[O:52])[NH:50][C@H:46]([C:45]([N:41]1[CH2:42][CH2:43][CH2:44][C@H:40]1[C:37]1[NH:38][CH:39]=[C:35]([C:32]2[CH:31]=[CH:30][C:29]([C:26]3[CH:27]=[CH:28][C:23]([C:21](=[O:22])[NH:20][C:17]4[CH:16]=[CH:15][C:14]([N:11]5[CH2:10][CH2:9][NH:8][CH2:13][CH2:12]5)=[CH:19][CH:18]=4)=[CH:24][CH:25]=3)=[CH:34][CH:33]=2)[N:36]=1)=[O:55])[CH:47]([CH3:49])[CH3:48]. (5) Given the reactants [OH:1][C:2]1[CH:9]=[CH:8][C:7]([I:10])=[CH:6][C:3]=1[CH:4]=[CH2:5].[CH3:11][O:12][CH2:13][O:14][C:15]1[CH:23]=[CH:22][C:18]([C:19](O)=[O:20])=[CH:17][CH:16]=1.C1CCC(N=C=NC2CCCCC2)CC1, predict the reaction product. The product is: [CH:4]([C:3]1[CH:6]=[C:7]([I:10])[CH:8]=[CH:9][C:2]=1[O:1][C:19](=[O:20])[C:18]1[CH:17]=[CH:16][C:15]([O:14][CH2:13][O:12][CH3:11])=[CH:23][CH:22]=1)=[CH2:5]. (6) Given the reactants C([O:3][C:4](=[O:37])[C:5]1[CH:10]=[CH:9][CH:8]=[C:7]([N:11]2[C:15]([CH3:16])=[CH:14][CH:13]=[C:12]2[C:17]2[CH:22]=[C:21]([C:23]([F:26])([F:25])[F:24])[CH:20]=[CH:19][C:18]=2[O:27][CH2:28][C:29]2[CH:34]=[CH:33][C:32]([F:35])=[CH:31][C:30]=2[F:36])[CH:6]=1)C.[OH-].[Na+].CCO, predict the reaction product. The product is: [F:26][C:23]([F:24])([F:25])[C:21]1[CH:20]=[CH:19][C:18]([O:27][CH2:28][C:29]2[CH:34]=[CH:33][C:32]([F:35])=[CH:31][C:30]=2[F:36])=[C:17]([C:12]2[N:11]([C:7]3[CH:6]=[C:5]([CH:10]=[CH:9][CH:8]=3)[C:4]([OH:37])=[O:3])[C:15]([CH3:16])=[CH:14][CH:13]=2)[CH:22]=1. (7) Given the reactants [Si:1]([O:8][CH:9]([CH2:13][C:14]1[CH:19]=[CH:18][CH:17]=[CH:16][CH:15]=1)[C:10]([OH:12])=O)([C:4]([CH3:7])([CH3:6])[CH3:5])([CH3:3])[CH3:2].Cl.C(N=C=NCCCN(C)C)C.C1C=CC2N(O)N=NC=2C=1.[CH:42]1[C:51]2[C:46](=[CH:47][C:48]([C:52]3[S:56][C:55]([NH2:57])=[N:54][N:53]=3)=[CH:49][CH:50]=2)[CH:45]=[CH:44][N:43]=1.C1C2C(=CC(C(O)=O)=CC=2)C=CN=1.ClC1C=NC=C2SC(C(O)=O)=CC=12, predict the reaction product. The product is: [Si:1]([O:8][CH:9]([CH2:13][C:14]1[CH:19]=[CH:18][CH:17]=[CH:16][CH:15]=1)[C:10]([NH:57][C:55]1[S:56][C:52]([C:48]2[CH:47]=[C:46]3[C:51](=[CH:50][CH:49]=2)[CH:42]=[N:43][CH:44]=[CH:45]3)=[N:53][N:54]=1)=[O:12])([C:4]([CH3:5])([CH3:6])[CH3:7])([CH3:2])[CH3:3]. (8) Given the reactants [Cl-].[Al+3].[Cl-].[Cl-].[Cl:5][CH2:6][C:7](Cl)=[O:8].[Cl:10][C:11]1[CH:22]=[CH:21][C:14]2[N:15]([CH3:20])[C:16](=[O:19])[N:17]([CH3:18])[C:13]=2[CH:12]=1, predict the reaction product. The product is: [Cl:10][C:11]1[C:22]([C:7](=[O:8])[CH2:6][Cl:5])=[CH:21][C:14]2[N:15]([CH3:20])[C:16](=[O:19])[N:17]([CH3:18])[C:13]=2[CH:12]=1. (9) Given the reactants Cl[C:2]1[N:3]=[C:4]([N:13]2[CH2:18][CH2:17][O:16][CH2:15][CH2:14]2)[C:5]2[S:10][C:9]([CH2:11][NH2:12])=[CH:8][C:6]=2[N:7]=1.[C:19](Cl)(=[O:26])[C:20]1[CH:25]=[CH:24][CH:23]=[CH:22][CH:21]=1.CC1(C)C(C)(C)OB([C:36]2[CH:44]=[CH:43][CH:42]=[C:41]3[C:37]=2[CH:38]=[N:39][NH:40]3)O1, predict the reaction product. The product is: [NH:40]1[C:41]2[C:37](=[C:36]([C:2]3[N:3]=[C:4]([N:13]4[CH2:18][CH2:17][O:16][CH2:15][CH2:14]4)[C:5]4[S:10][C:9]([CH2:11][NH:12][C:19](=[O:26])[C:20]5[CH:25]=[CH:24][CH:23]=[CH:22][CH:21]=5)=[CH:8][C:6]=4[N:7]=3)[CH:44]=[CH:43][CH:42]=2)[CH:38]=[N:39]1. (10) Given the reactants FC(F)(F)S(O[C:7]1[CH:12]=[C:11]([O:13][CH:14]2[CH2:19][CH2:18][CH2:17][CH2:16][O:15]2)[CH:10]=[C:9]([F:20])[C:8]=1[CH:21]=[O:22])(=O)=O.CC([O-])=O.[K+].[B:30]1([B:30]2[O:34][C:33]([CH3:36])([CH3:35])[C:32]([CH3:38])([CH3:37])[O:31]2)[O:34][C:33]([CH3:36])([CH3:35])[C:32]([CH3:38])([CH3:37])[O:31]1, predict the reaction product. The product is: [F:20][C:9]1[CH:10]=[C:11]([O:13][CH:14]2[CH2:19][CH2:18][CH2:17][CH2:16][O:15]2)[CH:12]=[C:7]([B:30]2[O:34][C:33]([CH3:36])([CH3:35])[C:32]([CH3:38])([CH3:37])[O:31]2)[C:8]=1[CH:21]=[O:22].